From a dataset of Forward reaction prediction with 1.9M reactions from USPTO patents (1976-2016). Predict the product of the given reaction. (1) Given the reactants [F:1][C:2]1[C:11]([CH:12]([CH3:16])[CH:13](O)[OH:14])=[C:10]2[C:5]([CH:6]=[CH:7][C:8]([O:17]C)=[N:9]2)=[CH:4][CH:3]=1.N1C=CC=CC=1.[CH3:25][S:26](O[S:26]([CH3:25])(=[O:28])=[O:27])(=[O:28])=[O:27], predict the reaction product. The product is: [CH3:25][S:26]([O:14][CH2:13][CH:12]1[C:11]2=[C:10]3[C:5](=[CH:4][CH:3]=[C:2]2[F:1])[CH:6]=[CH:7][C:8](=[O:17])[N:9]3[CH2:16]1)(=[O:28])=[O:27]. (2) Given the reactants [C:1]1([S:7]([C:10]2[CH:17]=[CH:16][CH:15]=[CH:14][C:11]=2[C:12]#[N:13])(=[O:9])=[O:8])[CH:6]=[CH:5][CH:4]=[CH:3][CH:2]=1.Cl.O1CCOCC1, predict the reaction product. The product is: [C:1]1([S:7]([C:10]2[CH:17]=[CH:16][CH:15]=[CH:14][C:11]=2[CH2:12][NH2:13])(=[O:9])=[O:8])[CH:6]=[CH:5][CH:4]=[CH:3][CH:2]=1. (3) Given the reactants [F:1][C:2]1[CH:7]=[CH:6][C:5]([S:8][CH2:9][CH2:10][CH2:11][C:12]([OH:14])=O)=[CH:4][CH:3]=1.[C:15]1([NH2:25])[C:24]2[C:19](=[CH:20][CH:21]=[CH:22][CH:23]=2)[CH:18]=[CH:17][CH:16]=1, predict the reaction product. The product is: [F:1][C:2]1[CH:3]=[CH:4][C:5]([S:8][CH2:9][CH2:10][CH2:11][C:12]([NH:25][C:15]2[C:24]3[C:19](=[CH:20][CH:21]=[CH:22][CH:23]=3)[CH:18]=[CH:17][CH:16]=2)=[O:14])=[CH:6][CH:7]=1. (4) Given the reactants [CH3:1][O:2][C:3]1[CH:30]=[C:29]([O:31][CH3:32])[CH:28]=[CH:27][C:4]=1[CH2:5][N:6]1[C:10]2=[N:11][C:12]([C:21]3[O:22][CH:23]=[CH:24][CH:25]=3)=[C:13]([C:15]3[CH:20]=[CH:19][N:18]=[CH:17][N:16]=3)[CH:14]=[C:9]2[NH:8][C:7]1=[O:26].[H-].[Na+].[H][H].[CH3:37]I, predict the reaction product. The product is: [CH3:1][O:2][C:3]1[CH:30]=[C:29]([O:31][CH3:32])[CH:28]=[CH:27][C:4]=1[CH2:5][N:6]1[C:10]2=[N:11][C:12]([C:21]3[O:22][CH:23]=[CH:24][CH:25]=3)=[C:13]([C:15]3[CH:20]=[CH:19][N:18]=[CH:17][N:16]=3)[CH:14]=[C:9]2[N:8]([CH3:37])[C:7]1=[O:26]. (5) The product is: [N:17]1[C:26]2[C:21](=[CH:22][C:23]([C:2]3[C:3]([CH3:15])=[N:4][N:5]([C:8]4[CH:13]=[CH:12][CH:11]=[CH:10][C:9]=4[CH3:14])[C:6]=3[NH2:7])=[CH:24][CH:25]=2)[N:20]=[CH:19][CH:18]=1. Given the reactants Br[C:2]1[C:3]([CH3:15])=[N:4][N:5]([C:8]2[CH:13]=[CH:12][CH:11]=[CH:10][C:9]=2[CH3:14])[C:6]=1[NH2:7].Cl.[N:17]1[C:26]2[C:21](=[CH:22][C:23](OB(O)O)=[CH:24][CH:25]=2)[N:20]=[CH:19][CH:18]=1.C(=O)([O-])[O-].[Na+].[Na+].C(OCC)(=O)C, predict the reaction product. (6) Given the reactants [F:1][C:2]1[CH:7]=[C:6]([N+:8]([O-])=O)[C:5]([O:11][CH3:12])=[C:4]([F:13])[C:3]=1[O:14][CH3:15], predict the reaction product. The product is: [F:13][C:4]1[C:5]([O:11][CH3:12])=[C:6]([CH:7]=[C:2]([F:1])[C:3]=1[O:14][CH3:15])[NH2:8]. (7) The product is: [NH2:1][C:2]1[N:3]=[C:4]([NH:25][CH2:24][C:23]2[CH:26]=[CH:27][C:20]([Br:19])=[CH:21][CH:22]=2)[C:5]([C:13]#[N:14])=[C:6]([C:8]2[O:9][CH:10]=[CH:11][CH:12]=2)[N:7]=1. Given the reactants [NH2:1][C:2]1[N:7]=[C:6]([C:8]2[O:9][CH:10]=[CH:11][CH:12]=2)[C:5]([C:13]#[N:14])=[C:4](S(C)=O)[N:3]=1.Cl.[Br:19][C:20]1[CH:27]=[CH:26][C:23]([CH2:24][NH2:25])=[CH:22][CH:21]=1.C1CCN2C(=NCCC2)CC1, predict the reaction product. (8) Given the reactants [O:1]=[C:2]1[CH2:7][CH2:6][CH:5]([C:8]([O:10][CH3:11])=[O:9])[CH:4]([C:12]([O:14][CH3:15])=[O:13])[CH2:3]1.P([O-])([O-])([O-])=O.[OH-].[Na+], predict the reaction product. The product is: [O:1]=[C:2]1[CH2:7][CH2:6][C@@H:5]([C:8]([O:10][CH3:11])=[O:9])[C@H:4]([C:12]([O:14][CH3:15])=[O:13])[CH2:3]1.